From a dataset of Forward reaction prediction with 1.9M reactions from USPTO patents (1976-2016). Predict the product of the given reaction. (1) Given the reactants [Cl:1][C:2]1[CH:3]=[C:4]([S:8]([C:11]2[C:19]3[C:14](=[N:15][CH:16]=[CH:17][CH:18]=3)[N:13]([CH2:20][CH2:21][N:22](C)[CH3:23])[CH:12]=2)(=[O:10])=[O:9])[CH:5]=[CH:6][CH:7]=1.ClC(OC(Cl)C)=O, predict the reaction product. The product is: [ClH:1].[Cl:1][C:2]1[CH:3]=[C:4]([S:8]([C:11]2[C:19]3[C:14](=[N:15][CH:16]=[CH:17][CH:18]=3)[N:13]([CH2:20][CH2:21][NH:22][CH3:23])[CH:12]=2)(=[O:10])=[O:9])[CH:5]=[CH:6][CH:7]=1. (2) Given the reactants O[C:2]1([C:11]2[CH:16]=[C:15]([F:17])[CH:14]=[C:13]([F:18])[CH:12]=2)[CH2:7][CH2:6][CH:5]([CH2:8][CH2:9][CH3:10])[CH2:4][CH2:3]1.O, predict the reaction product. The product is: [CH2:8]([C@H:5]1[CH2:4][CH2:3][C@H:2]([C:11]2[CH:12]=[C:13]([F:18])[CH:14]=[C:15]([F:17])[CH:16]=2)[CH2:7][CH2:6]1)[CH2:9][CH3:10]. (3) Given the reactants [CH3:1][C:2]([CH3:26])([CH3:25])[C:3]([O:5][C:6]1[CH:7]=[CH:8][C:9]2[N:10]=[C:11]3[C:16]([O:17][C:18]=2[CH:19]=1)=[CH:15][C:14](=[O:20])[C:13]([CH2:21][CH2:22][CH2:23][OH:24])=[CH:12]3)=[O:4].C(N(CC)CC)C.[CH:34]([N:37]([CH:45]([CH3:47])[CH3:46])[P:38](Cl)[O:39][CH2:40][CH2:41][C:42]#[N:43])([CH3:36])[CH3:35].CO, predict the reaction product. The product is: [CH3:1][C:2]([CH3:26])([CH3:25])[C:3]([O:5][C:6]1[CH:7]=[CH:8][C:9]2[N:10]=[C:11]3[C:16]([O:17][C:18]=2[CH:19]=1)=[CH:15][C:14](=[O:20])[C:13]([CH2:21][CH2:22][CH2:23][O:24][P:38]([N:37]([CH:45]([CH3:47])[CH3:46])[CH:34]([CH3:35])[CH3:36])[O:39][CH2:40][CH2:41][C:42]#[N:43])=[CH:12]3)=[O:4]. (4) Given the reactants C(OC([N:8]1[C:12]2[CH:13]=[CH:14][C:15]([C:17]#[N:18])=[CH:16][C:11]=2[N:10]=[C:9]1[C:19]([C:25]1[C:33]([O:34][CH3:35])=[CH:32][C:31]([CH3:36])=[C:30]2[C:26]=1[CH2:27][CH2:28][N:29]2C(OC(C)(C)C)=O)([CH3:24])[CH2:20]C(O)=O)=O)(C)(C)C.[C:44]([O:48][C:49](N1C2C(=C(C(C3N([C:49]([O:48][C:44](C)(C)C)=[O:50])C4C=C(C#N)C=CC=4N=3)(C)CC(O)=O)C(OC)=CC=2C)CC1)=[O:50])(C)(C)C.Cl.[OH-].[NH4+], predict the reaction product. The product is: [C:17]([C:15]1[CH:14]=[CH:13][C:12]2[NH:8][C:9]([C:19]([C:25]3[C:33]([O:34][CH3:35])=[CH:32][C:31]([CH3:36])=[C:30]4[C:26]=3[CH2:27][CH2:28][NH:29]4)([CH3:24])[CH2:20][C:49]([O:48][CH3:44])=[O:50])=[N:10][C:11]=2[CH:16]=1)#[N:18]. (5) Given the reactants [CH3:1][C:2]1[S:3][C:4]([C:8]([OH:10])=O)=[C:5]([CH3:7])[N:6]=1.[NH2:11][C:12]1[CH:13]=[C:14]([CH:31]=[CH:32][C:33]=1[CH3:34])[O:15][C:16]1[CH:17]=[CH:18][C:19]2[N:20]([CH:22]=[C:23]([NH:25][C:26]([CH:28]3[CH2:30][CH2:29]3)=[O:27])[N:24]=2)[N:21]=1.ON1C2C=CC=CC=2N=N1.Cl.C(N=C=NCCCN(C)C)C.C(N(CC)CC)C, predict the reaction product. The product is: [CH:28]1([C:26]([NH:25][C:23]2[N:24]=[C:19]3[CH:18]=[CH:17][C:16]([O:15][C:14]4[CH:31]=[CH:32][C:33]([CH3:34])=[C:12]([NH:11][C:8]([C:4]5[S:3][C:2]([CH3:1])=[N:6][C:5]=5[CH3:7])=[O:10])[CH:13]=4)=[N:21][N:20]3[CH:22]=2)=[O:27])[CH2:29][CH2:30]1. (6) Given the reactants [H-].[Na+].[CH3:3][NH:4][C:5](=[O:9])[CH2:6][C:7]#[N:8].[H][H].NCC[C:15]1[N:23]=[C:22]([Cl:24])[CH:21]=[CH:20][C:16]=1[C:17](F)=[O:18].[C:25](O)(=O)[CH3:26].C[N:30](C)C=O, predict the reaction product. The product is: [Cl:24][C:22]1[N:23]=[C:15]([NH:30][CH2:25][CH3:26])[C:16]([C:17]([OH:18])=[C:6]([C:7]#[N:8])[C:5]([NH:4][CH3:3])=[O:9])=[CH:20][CH:21]=1.